Dataset: Full USPTO retrosynthesis dataset with 1.9M reactions from patents (1976-2016). Task: Predict the reactants needed to synthesize the given product. (1) Given the product [NH2:1][C:2]1[N:6]([CH2:7][CH2:8][O:9][C:10]([C:11]2[CH:16]=[CH:15][CH:14]=[CH:13][CH:12]=2)([C:23]2[CH:28]=[CH:27][CH:26]=[CH:25][CH:24]=2)[C:17]2[CH:18]=[CH:19][CH:20]=[CH:21][CH:22]=2)[N:5]=[CH:4][C:3]=1[CH2:29][NH:30][CH:31]=[O:32], predict the reactants needed to synthesize it. The reactants are: [NH2:1][C:2]1[N:6]([CH2:7][CH2:8][O:9][C:10]([C:23]2[CH:28]=[CH:27][CH:26]=[CH:25][CH:24]=2)([C:17]2[CH:22]=[CH:21][CH:20]=[CH:19][CH:18]=2)[C:11]2[CH:16]=[CH:15][CH:14]=[CH:13][CH:12]=2)[N:5]=[CH:4][C:3]=1[CH2:29][NH2:30].[CH:31](OCC)=[O:32]. (2) Given the product [Cl:42][C:43]1[CH:44]=[C:45]([CH:46]=[CH:47][C:48]=1[N+:49]([O-:51])=[O:50])[O:52][C:2]1[C:3]2[S:10][CH:9]=[CH:8][C:4]=2[N:5]=[CH:6][N:7]=1, predict the reactants needed to synthesize it. The reactants are: Cl[C:2]1[C:3]2[S:10][CH:9]=[CH:8][C:4]=2[N:5]=[CH:6][N:7]=1.FC1C=C([N+]([O-])=O)C=CC=1OC1C2SC(C(NCCN3CCOCC3)=O)=CC=2N=CN=1.[Cl:42][C:43]1[CH:44]=[C:45]([OH:52])[CH:46]=[CH:47][C:48]=1[N+:49]([O-:51])=[O:50]. (3) Given the product [Cl:13][C:14]1[CH:15]=[C:16]([CH:22]=[CH:23][C:24]=1[S:25](=[O:39])(=[O:40])[N:26]([C:2]1[C:7]([Cl:8])=[CH:6][C:5]([C:9]([F:12])([F:11])[F:10])=[CH:4][N:3]=1)[CH2:27][C:28]1[CH:29]=[C:30]2[C:34](=[CH:35][CH:36]=1)[N:33]([CH2:37][CH3:38])[N:32]=[CH:31]2)[C:17]([O:19][CH2:20][CH3:21])=[O:18], predict the reactants needed to synthesize it. The reactants are: Cl[C:2]1[C:7]([Cl:8])=[CH:6][C:5]([C:9]([F:12])([F:11])[F:10])=[CH:4][N:3]=1.[Cl:13][C:14]1[CH:15]=[C:16]([CH:22]=[CH:23][C:24]=1[S:25](=[O:40])(=[O:39])[NH:26][CH2:27][C:28]1[CH:29]=[C:30]2[C:34](=[CH:35][CH:36]=1)[N:33]([CH2:37][CH3:38])[N:32]=[CH:31]2)[C:17]([O:19][CH2:20][CH3:21])=[O:18]. (4) Given the product [NH:8]([C:19]1[CH:20]=[C:21]([CH:25]([O:29][P:30]([CH:33]([NH:37][C:38]([O:40][CH2:41][C:42]2[CH:43]=[CH:44][CH:45]=[CH:46][CH:47]=2)=[O:39])[CH:34]([CH3:35])[CH3:36])([OH:32])=[O:31])[C:26]([OH:28])=[O:27])[CH:22]=[CH:23][CH:24]=1)[C:9]([NH2:18])=[NH:10], predict the reactants needed to synthesize it. The reactants are: C(OC([N:8]([C:19]1[CH:20]=[C:21]([CH:25]([O:29][P:30]([CH:33]([NH:37][C:38]([O:40][CH2:41][C:42]2[CH:47]=[CH:46][CH:45]=[CH:44][CH:43]=2)=[O:39])[CH:34]([CH3:36])[CH3:35])([OH:32])=[O:31])[C:26]([OH:28])=[O:27])[CH:22]=[CH:23][CH:24]=1)[C:9]([NH2:18])=[N:10]C(OC(C)(C)C)=O)=O)(C)(C)C.C(O)(C(F)(F)F)=O. (5) Given the product [NH2:8][C:9]1[C:10]([Cl:33])=[C:11]([N:17]2[CH2:22][CH2:21][CH:20]3[N:23]([C:26]([O:28][C:29]([CH3:31])([CH3:30])[CH3:32])=[O:27])[CH2:24][CH2:25][CH:19]3[CH2:18]2)[CH:12]=[C:13]([C:15]#[N:16])[CH:14]=1, predict the reactants needed to synthesize it. The reactants are: C(OC([NH:8][C:9]1[C:10]([Cl:33])=[C:11]([N:17]2[CH2:22][CH2:21][CH:20]3[N:23]([C:26]([O:28][C:29]([CH3:32])([CH3:31])[CH3:30])=[O:27])[CH2:24][CH2:25][CH:19]3[CH2:18]2)[CH:12]=[C:13]([C:15]#[N:16])[CH:14]=1)=O)(C)(C)C.C(O)(C(F)(F)F)=O.ClC(Cl)C.C(N(CC)CC)C.CC(OC(OC(OC(C)(C)C)=O)=O)(C)C.